Task: Predict the product of the given reaction.. Dataset: Forward reaction prediction with 1.9M reactions from USPTO patents (1976-2016) (1) Given the reactants [Cl:1][C:2]1[CH:7]=[C:6]([Cl:8])[CH:5]=[CH:4][C:3]=1[C:9]1[N:10]=[C:11](/[CH:30]=[CH:31]/[C:32]2[CH:37]=[CH:36][C:35]([OH:38])=[CH:34][CH:33]=2)[N:12]([CH2:14][C:15]([NH:17][CH:18]([C:20]2[C:29]3[C:24](=[CH:25][CH:26]=[CH:27][CH:28]=3)[CH:23]=[CH:22][CH:21]=2)[CH3:19])=[O:16])[CH:13]=1.Br[CH2:40][CH2:41][CH2:42][C:43]([O:45]C)=[O:44], predict the reaction product. The product is: [Cl:1][C:2]1[CH:7]=[C:6]([Cl:8])[CH:5]=[CH:4][C:3]=1[C:9]1[N:10]=[C:11](/[CH:30]=[CH:31]/[C:32]2[CH:33]=[CH:34][C:35]([O:38][CH2:40][CH2:41][CH2:42][C:43]([OH:45])=[O:44])=[CH:36][CH:37]=2)[N:12]([CH2:14][C:15](=[O:16])[NH:17][CH:18]([C:20]2[C:29]3[C:24](=[CH:25][CH:26]=[CH:27][CH:28]=3)[CH:23]=[CH:22][CH:21]=2)[CH3:19])[CH:13]=1. (2) Given the reactants [S:1]1[C:5]2[CH:6]=[CH:7][CH:8]=[CH:9][C:4]=2[N:3]=[C:2]1[NH:10][C:11]([C:13]1[CH:14]=[CH:15][CH:16]=[C:17]2[C:22]=1[CH2:21][N:20]([C:23]1[S:24][C:25]([CH2:31][CH2:32][CH2:33]OC3C=CC(C4C(C#N)=CSC=4)=CC=3)=[C:26]([C:28]([OH:30])=[O:29])[N:27]=1)[CH2:19][CH2:18]2)=[O:12].[OH:48][C:49]1[CH:54]=[CH:53][C:52]([C:55]2[C:56]([C:61]#[N:62])=[N:57][CH:58]=[CH:59][CH:60]=2)=[CH:51][CH:50]=1, predict the reaction product. The product is: [S:1]1[C:5]2[CH:6]=[CH:7][CH:8]=[CH:9][C:4]=2[N:3]=[C:2]1[NH:10][C:11]([C:13]1[CH:14]=[CH:15][CH:16]=[C:17]2[C:22]=1[CH2:21][N:20]([C:23]1[S:24][C:25]([CH2:31][CH2:32][CH2:33][O:48][C:49]3[CH:54]=[CH:53][C:52]([C:55]4[C:56]([C:61]#[N:62])=[N:57][CH:58]=[CH:59][CH:60]=4)=[CH:51][CH:50]=3)=[C:26]([C:28]([OH:30])=[O:29])[N:27]=1)[CH2:19][CH2:18]2)=[O:12]. (3) Given the reactants C[O:2][C:3]1[N:8]=[CH:7][C:6]([C:9]2[CH:17]=[CH:16][C:12]([C:13]([OH:15])=[O:14])=[CH:11][CH:10]=2)=[CH:5][CH:4]=1.CS(C)=O.Cl.[NH+]1C=CC=CC=1, predict the reaction product. The product is: [O:2]=[C:3]1[NH:8][CH:7]=[C:6]([C:9]2[CH:17]=[CH:16][C:12]([C:13]([OH:15])=[O:14])=[CH:11][CH:10]=2)[CH:5]=[CH:4]1. (4) Given the reactants [CH2:1]([O:8][C:9]1[C:10](=[O:17])[CH:11]=[C:12]([CH2:15][OH:16])[NH:13][CH:14]=1)[C:2]1[CH:7]=[CH:6][CH:5]=[CH:4][CH:3]=1.[C:18](Cl)(=[O:20])[CH3:19], predict the reaction product. The product is: [C:18]([O:16][CH2:15][C:12]1[NH:13][CH:14]=[C:9]([O:8][CH2:1][C:2]2[CH:3]=[CH:4][CH:5]=[CH:6][CH:7]=2)[C:10](=[O:17])[CH:11]=1)(=[O:20])[CH3:19].